Predict the reaction yield, written as a fraction of the theoretical maximum amount of product (1.0 means a 100% yield; for example, 0.34 means a 34% yield). From a dataset of Reaction yield outcomes from USPTO patents with 853,638 reactions. (1) The catalyst is C(O)(=O)C. The yield is 0.600. The reactants are [C:1]1([C:22]2[CH:27]=[CH:26][CH:25]=[CH:24][CH:23]=2)[CH:6]=[CH:5][CH:4]=[CH:3][C:2]=1[C:7]([C:15]1[CH:20]=[CH:19][CH:18]=[C:17]([Br:21])[CH:16]=1)([C:9]1[CH:14]=[CH:13][CH:12]=[CH:11][N:10]=1)O.Cl. The product is [Br:21][C:17]1[CH:16]=[C:15]([C:7]2([C:9]3[CH:14]=[CH:13][CH:12]=[CH:11][N:10]=3)[C:23]3[CH:24]=[CH:25][CH:26]=[CH:27][C:22]=3[C:1]3[C:2]2=[CH:3][CH:4]=[CH:5][CH:6]=3)[CH:20]=[CH:19][CH:18]=1. (2) The reactants are Br[C:2]1[N:3]=[C:4]2[C:10]([CH:11]=[O:12])=[CH:9][N:8]([CH2:13][O:14][CH2:15][CH2:16][Si:17]([CH3:20])([CH3:19])[CH3:18])[C:5]2=[N:6][CH:7]=1.[CH:21]1(B(O)O)[CH2:23][CH2:22]1.C1(P(C2CCCCC2)C2CCCCC2)CCCCC1.[O-]P([O-])([O-])=O.[K+].[K+].[K+]. The catalyst is C1(C)C=CC=CC=1.O.C([O-])(=O)C.[Pd+2].C([O-])(=O)C. The product is [CH:21]1([C:2]2[N:3]=[C:4]3[C:10]([CH:11]=[O:12])=[CH:9][N:8]([CH2:13][O:14][CH2:15][CH2:16][Si:17]([CH3:20])([CH3:19])[CH3:18])[C:5]3=[N:6][CH:7]=2)[CH2:23][CH2:22]1. The yield is 0.810. (3) The reactants are Cl[C:2]1[C:7]([N+:8]([O-:10])=[O:9])=[CH:6][CH:5]=[C:4]([Cl:11])[N:3]=1.CCO.O.[NH3:16]. No catalyst specified. The product is [Cl:11][C:4]1[N:3]=[C:2]([NH2:16])[C:7]([N+:8]([O-:10])=[O:9])=[CH:6][CH:5]=1. The yield is 0.890. (4) The reactants are CCN(C(C)C)C(C)C.[C:10]1([C:23]2[CH:28]=[CH:27][CH:26]=[CH:25][CH:24]=2)[CH:15]=[CH:14][C:13]([C:16]([NH:18][CH2:19][C:20]([OH:22])=O)=[O:17])=[CH:12][CH:11]=1.C1C=CC2N(O)N=NC=2C=1.CCN=C=NCCCN(C)C.FC(F)(F)C(O)=O.NCC([N:61]1[CH2:66][CH2:65][N:64]([C:67](=[O:77])[C:68]2[CH:73]=[C:72]([O:74][CH3:75])[CH:71]=[CH:70][C:69]=2[Br:76])[CH:63]([CH3:78])[CH2:62]1)=O. The catalyst is CN(C=O)C.O. The product is [Br:76][C:69]1[CH:70]=[CH:71][C:72]([O:74][CH3:75])=[CH:73][C:68]=1[C:67]([N:64]1[CH2:65][CH2:66][N:61]([C:20](=[O:22])[CH2:19][NH:18][C:16]([C:13]2[CH:12]=[CH:11][C:10]([C:23]3[CH:28]=[CH:27][CH:26]=[CH:25][CH:24]=3)=[CH:15][CH:14]=2)=[O:17])[CH2:62][CH:63]1[CH3:78])=[O:77]. The yield is 0.933. (5) The reactants are [NH2:1][CH2:2][C:3]1[CH:8]=[CH:7][C:6]([NH:9][CH2:10][C:11]2[CH:16]=[CH:15][CH:14]=[CH:13][CH:12]=2)=[CH:5][CH:4]=1.[NH2:17][C:18]1[N:26]=[C:25]([Cl:27])[CH:24]=[CH:23][C:19]=1[C:20](O)=[O:21].F[P-](F)(F)(F)(F)F.N1(O[P+](N(C)C)(N(C)C)N(C)C)C2C=CC=CC=2N=N1.C(N(CC)CC)C. The catalyst is CN(C)C=O.O.C(OCC)(=O)C. The product is [NH2:17][C:18]1[N:26]=[C:25]([Cl:27])[CH:24]=[CH:23][C:19]=1[C:20]([NH:1][CH2:2][C:3]1[CH:8]=[CH:7][C:6]([NH:9][CH2:10][C:11]2[CH:16]=[CH:15][CH:14]=[CH:13][CH:12]=2)=[CH:5][CH:4]=1)=[O:21]. The yield is 0.490. (6) The reactants are [NH:1]1[C:5]2=[N:6][CH:7]=[CH:8][CH:9]=[C:4]2[C:3]([C:10]([O:12][CH3:13])=[O:11])=[N:2]1.[H-].[Na+].[CH3:16][Si:17]([CH3:24])([CH3:23])[CH2:18][CH2:19][O:20][CH2:21]Cl. The catalyst is CN(C)C=O. The product is [CH3:16][Si:17]([CH3:24])([CH3:23])[CH2:18][CH2:19][O:20][CH2:21][N:1]1[C:5]2=[N:6][CH:7]=[CH:8][CH:9]=[C:4]2[C:3]([C:10]([O:12][CH3:13])=[O:11])=[N:2]1. The yield is 0.570. (7) The reactants are O[Li].O.[CH3:4][C@H:5]1[C:13]2[C:12]([N:14]3[CH2:19][CH2:18][N:17]([C:20]([O:22][C:23]([CH3:26])([CH3:25])[CH3:24])=[O:21])[CH2:16][CH2:15]3)=[N:11][CH:10]=[N:9][C:8]=2[C@H:7]([O:27]C(=O)C2C=CC([N+]([O-])=O)=CC=2)[CH2:6]1.C1COCC1. The catalyst is O. The product is [OH:27][C@H:7]1[C:8]2[N:9]=[CH:10][N:11]=[C:12]([N:14]3[CH2:19][CH2:18][N:17]([C:20]([O:22][C:23]([CH3:26])([CH3:25])[CH3:24])=[O:21])[CH2:16][CH2:15]3)[C:13]=2[C@H:5]([CH3:4])[CH2:6]1. The yield is 1.00.